This data is from Full USPTO retrosynthesis dataset with 1.9M reactions from patents (1976-2016). The task is: Predict the reactants needed to synthesize the given product. (1) Given the product [NH:22]=[C:23]1[N:8]([CH2:9][CH:10]2[CH2:14][CH2:13][CH2:12][N:11]2[C:15]([O:17][C:18]([CH3:21])([CH3:20])[CH3:19])=[O:16])[C:3]2[CH:4]=[CH:5][CH:6]=[CH:7][C:2]=2[NH:1]1, predict the reactants needed to synthesize it. The reactants are: [NH2:1][C:2]1[CH:7]=[CH:6][CH:5]=[CH:4][C:3]=1[NH:8][CH2:9][CH:10]1[CH2:14][CH2:13][CH2:12][N:11]1[C:15]([O:17][C:18]([CH3:21])([CH3:20])[CH3:19])=[O:16].[N:22]#[C:23]Br.[OH-].[Na+]. (2) Given the product [CH3:3][C:2]([NH:14][C@@H:15]1[CH2:19][C@H:18]([C:20]2[CH:25]=[CH:24][CH:23]=[C:22]([O:26][C:27]([F:30])([F:28])[F:29])[CH:21]=2)[N:17]([C:31]2[CH:38]=[CH:37][C:34]([C:35]#[N:36])=[CH:33][CH:32]=2)[C:16]1=[O:39])([C:4]1[CH:9]=[CH:8][CH:7]=[C:6]([C:10]([F:13])([F:11])[F:12])[N:5]=1)[CH3:1], predict the reactants needed to synthesize it. The reactants are: [CH3:1][C:2]([NH:14][C:15]1[C:16](=[O:39])[N:17]([C:31]2[CH:38]=[CH:37][C:34]([C:35]#[N:36])=[CH:33][CH:32]=2)[C@@H:18]([C:20]2[CH:25]=[CH:24][CH:23]=[C:22]([O:26][C:27]([F:30])([F:29])[F:28])[CH:21]=2)[CH:19]=1)([C:4]1[CH:9]=[CH:8][CH:7]=[C:6]([C:10]([F:13])([F:12])[F:11])[N:5]=1)[CH3:3].C([BH3-])#N.[Na+].